From a dataset of Catalyst prediction with 721,799 reactions and 888 catalyst types from USPTO. Predict which catalyst facilitates the given reaction. (1) Reactant: C[O:2][C:3]([C:5](=[O:39])[NH:6][C:7]1[CH:12]=[CH:11][C:10]([CH2:13][N:14]([CH2:26][C:27]2[CH:32]=[CH:31][C:30]([Cl:33])=[C:29]([Cl:34])[CH:28]=2)[S:15]([C:18]2[CH:23]=[CH:22][CH:21]=[CH:20][C:19]=2[O:24][CH3:25])(=[O:17])=[O:16])=[CH:9][C:8]=1[C:35]([O:37]C)=[O:36])=[O:4].[Li+].[OH-]. Product: [Cl:34][C:29]1[CH:28]=[C:27]([CH2:26][N:14]([CH2:13][C:10]2[CH:11]=[CH:12][C:7]([NH:6][C:5]([C:3]([OH:4])=[O:2])=[O:39])=[C:8]([CH:9]=2)[C:35]([OH:37])=[O:36])[S:15]([C:18]2[CH:23]=[CH:22][CH:21]=[CH:20][C:19]=2[O:24][CH3:25])(=[O:17])=[O:16])[CH:32]=[CH:31][C:30]=1[Cl:33]. The catalyst class is: 92. (2) Reactant: [F:1][C:2]1[CH:3]=[C:4]2[C:9](=[C:10]([O:13][CH3:14])[C:11]=1[F:12])[NH:8][CH:7]=[C:6]([C:15]([O:17][CH2:18][CH3:19])=[O:16])[C:5]2=[O:20].[C:21]([O-])([O-])=O.[K+].[K+]. Product: [CH3:21][N:8]1[C:9]2[C:4](=[CH:3][C:2]([F:1])=[C:11]([F:12])[C:10]=2[O:13][CH3:14])[C:5](=[O:20])[C:6]([C:15]([O:17][CH2:18][CH3:19])=[O:16])=[CH:7]1. The catalyst class is: 3. (3) Reactant: [CH3:1][C:2]1([C:5]2[CH:6]=[C:7]([NH:17][C:18]([NH:20][C:21]3[CH:22]=[N:23][C:24]([N:27]4[CH2:32][CH2:31][NH:30][CH2:29][CH2:28]4)=[CH:25][CH:26]=3)=[O:19])[N:8]([C:10]3[CH:15]=[CH:14][C:13]([CH3:16])=[CH:12][CH:11]=3)[N:9]=2)[CH2:4][CH2:3]1.[CH3:33][C:34]([CH3:41])([CH2:38][CH2:39][CH3:40])[C:35](O)=[O:36].Cl.CN(C)CCCN=C=NCC. Product: [CH3:33][C:34]([CH3:41])([CH2:38][CH2:39][CH3:40])[C:35]([N:30]1[CH2:31][CH2:32][N:27]([CH:24]2[NH:23][CH2:22][CH:21]([NH:20][C:18]([NH:17][C:7]3[N:8]([C:10]4[CH:15]=[CH:14][C:13]([CH3:16])=[CH:12][CH:11]=4)[N:9]=[C:5]([C:2]4([CH3:1])[CH2:3][CH2:4]4)[CH:6]=3)=[O:19])[CH2:26][CH2:25]2)[CH2:28][CH2:29]1)=[O:36]. The catalyst class is: 166. (4) Reactant: C1(O[C:8](=[O:26])[NH:9][C:10]2[CH:15]=[C:14]([O:16][C:17]3[CH:22]=[CH:21][C:20]([N+:23]([O-:25])=[O:24])=[CH:19][CH:18]=3)[CH:13]=[CH:12][N:11]=2)C=CC=CC=1.[NH:27]1[CH2:32][CH2:31][O:30][CH2:29][CH2:28]1. Product: [N+:23]([C:20]1[CH:19]=[CH:18][C:17]([O:16][C:14]2[CH:13]=[CH:12][N:11]=[C:10]([NH:9][C:8]([N:27]3[CH2:32][CH2:31][O:30][CH2:29][CH2:28]3)=[O:26])[CH:15]=2)=[CH:22][CH:21]=1)([O-:25])=[O:24]. The catalyst class is: 7. (5) Reactant: Cl[CH2:2][C:3]([NH:5][C:6]1[CH:11]=[CH:10][C:9]([O:12][CH2:13][CH2:14][CH3:15])=[CH:8][C:7]=1[N+:16]([O-:18])=[O:17])=[O:4].[NH:19]1[CH2:24][CH2:23][CH2:22][CH2:21][CH2:20]1. Product: [N+:16]([C:7]1[CH:8]=[C:9]([O:12][CH2:13][CH2:14][CH3:15])[CH:10]=[CH:11][C:6]=1[NH:5][C:3](=[O:4])[CH2:2][CH:20]1[CH2:21][CH2:22][CH2:23][CH2:24][NH:19]1)([O-:18])=[O:17]. The catalyst class is: 1. (6) Reactant: C1(P(C2C=CC=CC=2)C2C=CC=CC=2)C=CC=CC=1.N1C=CN=C1.[I:25]I.[C:27]1([C@@H:33]([CH2:36][CH3:37])[CH2:34]O)[CH:32]=[CH:31][CH:30]=[CH:29][CH:28]=1. Product: [I:25][CH2:34][C@@H:33]([C:27]1[CH:32]=[CH:31][CH:30]=[CH:29][CH:28]=1)[CH2:36][CH3:37]. The catalyst class is: 4. (7) Reactant: COC1C=C(OC)C=CC=1C[N:6]([C:12]1[CH:17]=[C:16]([I:18])[C:15]([CH3:19])=[CH:14][N:13]=1)[C:7]([CH:9]1[CH2:11][CH2:10]1)=[O:8].C(O)(C(F)(F)F)=O. Product: [I:18][C:16]1[C:15]([CH3:19])=[CH:14][N:13]=[C:12]([NH:6][C:7]([CH:9]2[CH2:11][CH2:10]2)=[O:8])[CH:17]=1. The catalyst class is: 2.